This data is from Reaction yield outcomes from USPTO patents with 853,638 reactions. The task is: Predict the reaction yield, written as a fraction of the theoretical maximum amount of product (1.0 means a 100% yield; for example, 0.34 means a 34% yield). (1) The reactants are O=C1O[C@H]2CC3C=CC=CC=3[C@H]2NC(=O)CCC=CC[C@H]1CC(OC(C)(C)C)=O.FC(F)(F)C(O)=O.[O:37]=[C:38]1[O:49][C@H:48]2[CH2:50][C:51]3[CH:52]=[CH:53][CH:54]=[CH:55][C:56]=3[C@H:47]2[NH:46][C:45](=[O:57])[CH2:44][CH2:43][CH:42]=[CH:41][CH2:40][C@H:39]1[CH2:58][C:59]([OH:61])=O.[Cl:62][C:63]1[CH:68]=[CH:67][C:66]([CH2:69][NH2:70])=[CH:65][CH:64]=1. The catalyst is C(Cl)Cl.CO.C(Cl)Cl. The product is [Cl:62][C:63]1[CH:68]=[CH:67][C:66]([CH2:69][NH:70][C:59](=[O:61])[CH2:58][C@H:39]2[C:38](=[O:37])[O:49][C@H:48]3[CH2:50][C:51]4[CH:52]=[CH:53][CH:54]=[CH:55][C:56]=4[C@H:47]3[NH:46][C:45](=[O:57])[CH2:44][CH2:43][CH:42]=[CH:41][CH2:40]2)=[CH:65][CH:64]=1. The yield is 0.620. (2) The reactants are [C:1]([C:5](=[CH:11][C:12]1[CH:17]=[CH:16][C:15]([O:18][CH3:19])=[CH:14][C:13]=1[CH2:20][N:21]([C:29]([O:31][C:32]([CH3:35])([CH3:34])[CH3:33])=[O:30])[C:22]([O:24][C:25]([CH3:28])([CH3:27])[CH3:26])=[O:23])[CH2:6][C:7]([O:9][CH3:10])=[O:8])([O:3][CH3:4])=[O:2].[H][H]. The catalyst is [Pd].C(OCC)(=O)C. The product is [C:1]([CH:5]([CH2:11][C:12]1[CH:17]=[CH:16][C:15]([O:18][CH3:19])=[CH:14][C:13]=1[CH2:20][N:21]([C:29]([O:31][C:32]([CH3:35])([CH3:34])[CH3:33])=[O:30])[C:22]([O:24][C:25]([CH3:28])([CH3:26])[CH3:27])=[O:23])[CH2:6][C:7]([O:9][CH3:10])=[O:8])([O:3][CH3:4])=[O:2]. The yield is 1.00. (3) The reactants are [NH:1]1[CH:5]=[N:4][C:3]([NH2:6])=[N:2]1.[Si:7]([O:14][CH:15]1[CH2:20][CH2:19][C:18](=O)[CH2:17][CH2:16]1)([C:10]([CH3:13])([CH3:12])[CH3:11])([CH3:9])[CH3:8].C([BH3-])#N.[Na+].O. The catalyst is C(O)(=O)C. The product is [Si:7]([O:14][CH:15]1[CH2:16][CH2:17][CH:18]([NH:6][C:3]2[NH:4][CH:5]=[N:1][N:2]=2)[CH2:19][CH2:20]1)([C:10]([CH3:13])([CH3:12])[CH3:11])([CH3:9])[CH3:8]. The yield is 0.200. (4) The reactants are Cl[C:2]1[N:7]=[C:6]([Cl:8])[C:5]([C:9]([F:12])([F:11])[F:10])=[CH:4][N:3]=1.[NH3:13]. The catalyst is CO. The product is [Cl:8][C:6]1[C:5]([C:9]([F:12])([F:11])[F:10])=[CH:4][N:3]=[C:2]([NH2:13])[N:7]=1. The yield is 0.226. (5) The reactants are [CH:1]1([C:6]([OH:31])([CH2:21][C:22]2[O:23][C:24]([CH3:30])([CH3:29])[O:25][C:26](=[O:28])[CH:27]=2)[C:7]#[C:8][C:9]2[CH:14]=[CH:13][C:12]([C:15]3([C:18]#[N:19])[CH2:17][CH2:16]3)=[C:11]([F:20])[CH:10]=2)[CH2:5][CH2:4][CH2:3][CH2:2]1. The product is [CH:1]1([C:6]([OH:31])([CH2:21][C:22]2[O:23][C:24]([CH3:29])([CH3:30])[O:25][C:26](=[O:28])[CH:27]=2)[CH2:7][CH2:8][C:9]2[CH:14]=[CH:13][C:12]([C:15]3([C:18]#[N:19])[CH2:17][CH2:16]3)=[C:11]([F:20])[CH:10]=2)[CH2:5][CH2:4][CH2:3][CH2:2]1. The catalyst is CCO.[OH-].[OH-].[Pd+2]. The yield is 0.990. (6) The reactants are [Cl:1][C:2]1[CH:7]=[CH:6][N:5]=[C:4]2[CH:8]=[CH:9][S:10][C:3]=12.[Li]CCCC.Br[C:17]1[N:22]=[CH:21][C:20]([CH2:23][N:24]([CH2:28][CH2:29][O:30][CH3:31])[C:25](=[O:27])[CH3:26])=[CH:19][CH:18]=1. The catalyst is C1COCC1.[Cl-].[Cl-].[Zn+2].C1C=CC([P]([Pd]([P](C2C=CC=CC=2)(C2C=CC=CC=2)C2C=CC=CC=2)([P](C2C=CC=CC=2)(C2C=CC=CC=2)C2C=CC=CC=2)[P](C2C=CC=CC=2)(C2C=CC=CC=2)C2C=CC=CC=2)(C2C=CC=CC=2)C2C=CC=CC=2)=CC=1. The product is [Cl:1][C:2]1[CH:7]=[CH:6][N:5]=[C:4]2[CH:8]=[C:9]([C:17]3[N:22]=[CH:21][C:20]([CH2:23][N:24]([CH2:28][CH2:29][O:30][CH3:31])[C:25](=[O:27])[CH3:26])=[CH:19][CH:18]=3)[S:10][C:3]=12. The yield is 0.540. (7) The yield is 0.728. The product is [NH:18]1[C:22]2[CH:23]=[CH:24][CH:25]=[CH:26][C:21]=2[N:20]=[C:19]1[C:27]([N:15]1[CH2:16][CH2:17][CH:12]([NH:11][C:6]2[C:5]([N+:2]([O-:4])=[O:3])=[CH:10][CH:9]=[CH:8][N:7]=2)[CH2:13][CH2:14]1)=[O:28]. The reactants are Cl.[N+:2]([C:5]1[C:6]([NH:11][CH:12]2[CH2:17][CH2:16][NH:15][CH2:14][CH2:13]2)=[N:7][CH:8]=[CH:9][CH:10]=1)([O-:4])=[O:3].[NH:18]1[C:22]2[CH:23]=[CH:24][CH:25]=[CH:26][C:21]=2[N:20]=[C:19]1[C:27](O)=[O:28].N1(O)C2C=CC=CC=2N=N1.Cl.CN(C)CCCN=C=NCC.CN1CCOCC1. The catalyst is CN(C)C=O.O.